From a dataset of Blood-brain barrier permeability classification from the B3DB database. Regression/Classification. Given a drug SMILES string, predict its absorption, distribution, metabolism, or excretion properties. Task type varies by dataset: regression for continuous measurements (e.g., permeability, clearance, half-life) or binary classification for categorical outcomes (e.g., BBB penetration, CYP inhibition). Dataset: b3db_classification. The drug is CCCCCCOC(=O)NC(=N)c1ccc(NCc2nc3cc(C(=O)N(CCC(=O)OCC)c4ccccn4)ccc3n2C)cc1. The result is 0 (does not penetrate BBB).